Dataset: Forward reaction prediction with 1.9M reactions from USPTO patents (1976-2016). Task: Predict the product of the given reaction. (1) Given the reactants IC1C=CC(C(Cl)=O)=CC=1.[CH3:11][O:12][C:13]1[CH:14]=[C:15]2[C:20](=[CH:21][C:22]=1[O:23][CH3:24])[N:19]=[CH:18][CH:17]=[C:16]2[O:25][C:26]1[CH:32]=[CH:31][C:29]([NH2:30])=[C:28]([F:33])[CH:27]=1.[I:34][C:35]1[CH:40]=[CH:39][C:38]([C:41]([N:43]=[C:44]=[S:45])=[O:42])=[CH:37][CH:36]=1, predict the reaction product. The product is: [I:34][C:35]1[CH:36]=[CH:37][C:38]([C:41]([N:43]=[C:44]=[S:45])=[O:42])=[CH:39][CH:40]=1.[CH3:11][O:12][C:13]1[CH:14]=[C:15]2[C:20](=[CH:21][C:22]=1[O:23][CH3:24])[N:19]=[CH:18][CH:17]=[C:16]2[O:25][C:26]1[CH:32]=[CH:31][C:29]([NH:30][C:44]([NH:43][C:41](=[O:42])[C:38]2[CH:39]=[CH:40][C:35]([I:34])=[CH:36][CH:37]=2)=[S:45])=[C:28]([F:33])[CH:27]=1. (2) The product is: [C:1]([O:5][C:6]([N:8]1[CH2:9][CH2:10][CH:11]([C:14]2[CH:23]=[CH:22][C:21]3[CH2:20][CH2:19][CH2:18][NH:17][C:16]=3[N:15]=2)[CH2:12][CH2:13]1)=[O:7])([CH3:4])([CH3:2])[CH3:3]. Given the reactants [C:1]([O:5][C:6]([N:8]1[CH2:13][CH2:12][CH:11]([C:14]2[CH:23]=[CH:22][C:21]3[C:16](=[N:17][CH:18]=[CH:19][CH:20]=3)[N:15]=2)[CH2:10][CH2:9]1)=[O:7])([CH3:4])([CH3:3])[CH3:2], predict the reaction product.